From a dataset of Full USPTO retrosynthesis dataset with 1.9M reactions from patents (1976-2016). Predict the reactants needed to synthesize the given product. (1) Given the product [Br:1][C:2]1[CH:7]=[CH:6][C:5]2[O:8][C:12]([CH2:11][CH2:10][OH:14])=[CH:13][C:4]=2[CH:3]=1, predict the reactants needed to synthesize it. The reactants are: [Br:1][C:2]1[CH:7]=[CH:6][C:5]([OH:8])=[C:4](I)[CH:3]=1.[CH2:10]([OH:14])[CH2:11][C:12]#[CH:13].C(NC(C)C)(C)C. (2) Given the product [ClH:39].[O:18]=[C:14]1[C:15]2[C:11](=[CH:10][C:9]([C:6]3[CH:5]=[CH:4][C:3]([C:1]#[N:2])=[CH:8][CH:7]=3)=[CH:17][CH:16]=2)[CH2:12][N:13]1[CH:19]1[CH2:24][CH2:23][NH:22][CH2:21][CH2:20]1, predict the reactants needed to synthesize it. The reactants are: [C:1]([C:3]1[CH:8]=[CH:7][C:6]([C:9]2[CH:10]=[C:11]3[C:15](=[CH:16][CH:17]=2)[C:14](=[O:18])[N:13]([CH:19]2[CH2:24][CH2:23][N:22](C(OC(C)(C)C)=O)[CH2:21][CH2:20]2)[CH2:12]3)=[CH:5][CH:4]=1)#[N:2].FC(F)(F)C(O)=O.[Cl:39]CCl. (3) Given the product [Si:10]([O:11][CH2:12][C:13]#[C:14][C:20]([C:21]1[CH:26]=[CH:25][CH:24]=[CH:23][CH:22]=1)=[O:27])([C:6]([CH3:8])([CH3:9])[CH3:7])([CH3:15])[CH3:16], predict the reactants needed to synthesize it. The reactants are: [Li]CCCC.[C:6]([Si:10]([CH3:16])([CH3:15])[O:11][CH2:12][C:13]#[CH:14])([CH3:9])([CH3:8])[CH3:7].CON(C)[C:20](=[O:27])[C:21]1[CH:26]=[CH:25][CH:24]=[CH:23][CH:22]=1. (4) Given the product [Br:17][C:14]1[CH:13]=[CH:12][C:11]([C:9](=[O:10])[CH2:8][CH2:7][C:6](=[O:18])[CH2:5][OH:4])=[CH:16][CH:15]=1, predict the reactants needed to synthesize it. The reactants are: C([O:4][CH2:5][C:6](=[O:18])[CH2:7][CH2:8][C:9]([C:11]1[CH:16]=[CH:15][C:14]([Br:17])=[CH:13][CH:12]=1)=[O:10])(=O)C.C(=O)(O)[O-].[Na+]. (5) Given the product [CH3:18][C:19]1[CH:26]=[CH:25][C:22]([CH2:23][C:3]2([C:7]([O:9][CH2:10][CH3:11])=[O:8])[CH2:4][CH2:5][CH2:6][C:2]2=[O:1])=[CH:21][CH:20]=1, predict the reactants needed to synthesize it. The reactants are: [O:1]=[C:2]1[CH2:6][CH2:5][CH2:4][CH:3]1[C:7]([O:9][CH2:10][CH3:11])=[O:8].C(=O)([O-])[O-].[K+].[K+].[CH3:18][C:19]1[CH:26]=[CH:25][C:22]([CH2:23]Br)=[CH:21][CH:20]=1. (6) The reactants are: Cl[C:2]1[C:7]([CH:8]=[CH:9][C:10]([NH:12][CH2:13][C:14]2[CH:19]=[C:18]([F:20])[C:17]([NH:21][S:22]([CH3:25])(=[O:24])=[O:23])=[C:16]([C:26]#[CH:27])[CH:15]=2)=[O:11])=[CH:6][CH:5]=[C:4]([C:28]([F:31])([F:30])[F:29])[N:3]=1.[CH3:32][CH:33]([CH3:36])[CH2:34][OH:35].[H-].[Na+].Cl. Given the product [C:26]([C:16]1[CH:15]=[C:14]([CH:19]=[C:18]([F:20])[C:17]=1[NH:21][S:22]([CH3:25])(=[O:24])=[O:23])[CH2:13][NH:12][C:10](=[O:11])[CH:9]=[CH:8][C:7]1[C:2]([O:35][CH2:34][CH:33]([CH3:36])[CH3:32])=[N:3][C:4]([C:28]([F:31])([F:30])[F:29])=[CH:5][CH:6]=1)#[CH:27], predict the reactants needed to synthesize it. (7) Given the product [F:33][C:25]1[CH:24]=[CH:23][C:22]([C:2]2[N:6]3[CH:7]=[CH:8][C:9]([C:11]([F:14])([F:13])[F:12])=[N:10][C:5]3=[N:4][CH:3]=2)=[CH:27][C:26]=1[N:28]1[CH:32]=[CH:31][CH:30]=[CH:29]1, predict the reactants needed to synthesize it. The reactants are: Br[C:2]1[N:6]2[CH:7]=[CH:8][C:9]([C:11]([F:14])([F:13])[F:12])=[N:10][C:5]2=[N:4][CH:3]=1.CC1(C)COB([C:22]2[CH:23]=[CH:24][C:25]([F:33])=[C:26]([N:28]3[CH:32]=[CH:31][CH:30]=[CH:29]3)[CH:27]=2)OC1. (8) Given the product [Br:1][C:2]1[C:10]2[O:9][CH:8]=[C:7]([CH:11]=[O:12])[C:6]=2[CH:5]=[CH:4][CH:3]=1, predict the reactants needed to synthesize it. The reactants are: [Br:1][C:2]1[C:10]2[O:9][CH:8]=[C:7]([C:11](N(OC)C)=[O:12])[C:6]=2[CH:5]=[CH:4][CH:3]=1.CC(C[AlH]CC(C)C)C. (9) Given the product [CH2:15]([C@@H:12]1[CH2:13][CH2:14][C@H:9]([NH2:8])[CH2:10][CH2:11]1)[CH2:16][CH3:17], predict the reactants needed to synthesize it. The reactants are: C([NH:8][C@H:9]1[CH2:14][CH2:13][C@@H:12]([CH2:15][CH2:16][CH3:17])[CH2:11][CH2:10]1)C1C=CC=CC=1.C1CCCCC=1.